This data is from Forward reaction prediction with 1.9M reactions from USPTO patents (1976-2016). The task is: Predict the product of the given reaction. (1) Given the reactants [Cl:1][C:2]1[CH:3]=[C:4]([N:9]2[C:18](=[O:19])[C:17]3[C:12](=[CH:13][CH:14]=[CH:15][CH:16]=3)[N:11]=[C:10]2[SH:20])[CH:5]=[CH:6][C:7]=1[F:8].Cl[CH2:22][C:23]([NH:25][C:26]1[CH:27]=[C:28]2[C:32](=[CH:33][CH:34]=1)[CH2:31][CH2:30][CH2:29]2)=[O:24], predict the reaction product. The product is: [Cl:1][C:2]1[CH:3]=[C:4]([N:9]2[C:18](=[O:19])[C:17]3[C:12](=[CH:13][CH:14]=[CH:15][CH:16]=3)[N:11]=[C:10]2[S:20][CH2:22][C:23]([NH:25][C:26]2[CH:27]=[C:28]3[C:32](=[CH:33][CH:34]=2)[CH2:31][CH2:30][CH2:29]3)=[O:24])[CH:5]=[CH:6][C:7]=1[F:8]. (2) Given the reactants [CH2:1]([N:3]1[C:7]2[N:8]=[C:9]([C:18]3[CH:23]=[CH:22][C:21]([NH:24][C:25]([NH:27][C:28]4[CH:36]=[CH:35][C:31]([C:32](O)=[O:33])=[CH:30][CH:29]=4)=[O:26])=[CH:20][CH:19]=3)[N:10]=[C:11]([N:12]3[CH2:17][CH2:16][O:15][CH2:14][CH2:13]3)[C:6]=2[CH:5]=[CH:4]1)[CH3:2].[N:37]1([CH:43]2[CH2:48][CH2:47][NH:46][CH2:45][CH2:44]2)[CH2:42][CH2:41][CH2:40][CH2:39][CH2:38]1, predict the reaction product. The product is: [N:37]1([CH:43]2[CH2:48][CH2:47][N:46]([C:32]([C:31]3[CH:30]=[CH:29][C:28]([NH:27][C:25]([NH:24][C:21]4[CH:22]=[CH:23][C:18]([C:9]5[N:10]=[C:11]([N:12]6[CH2:17][CH2:16][O:15][CH2:14][CH2:13]6)[C:6]6[CH:5]=[CH:4][N:3]([CH2:1][CH3:2])[C:7]=6[N:8]=5)=[CH:19][CH:20]=4)=[O:26])=[CH:36][CH:35]=3)=[O:33])[CH2:45][CH2:44]2)[CH2:42][CH2:41][CH2:40][CH2:39][CH2:38]1. (3) Given the reactants [Cl:1][C:2]1[C:7]([CH2:8]Cl)=[CH:6][CH:5]=[CH:4][N:3]=1.BrC(Br)C.[Cl:14][C:15]1([C:18](Cl)=[O:19])[CH2:17][CH2:16]1, predict the reaction product. The product is: [Cl:14][C:15]1([C:18](=[O:19])[CH2:8][C:7]2[C:2]([Cl:1])=[N:3][CH:4]=[CH:5][CH:6]=2)[CH2:17][CH2:16]1. (4) Given the reactants C([N:8]1[CH2:11][C:10]([CH2:17][OH:18])([C:12]([O:14][CH2:15][CH3:16])=[O:13])[CH2:9]1)C1C=CC=CC=1.[C:27](O[C:27]([O:29][C:30]([CH3:33])([CH3:32])[CH3:31])=[O:28])([O:29][C:30]([CH3:33])([CH3:32])[CH3:31])=[O:28], predict the reaction product. The product is: [OH:18][CH2:17][C:10]1([C:12]([O:14][CH2:15][CH3:16])=[O:13])[CH2:11][N:8]([C:27]([O:29][C:30]([CH3:31])([CH3:32])[CH3:33])=[O:28])[CH2:9]1. (5) Given the reactants Cl[C:2]1[N:7]=[N:6][C:5]([C:8]([NH2:10])=[O:9])=[C:4]([NH:11][C:12]2[CH:17]=[CH:16][CH:15]=[C:14]([O:18][CH:19]([CH3:21])[CH3:20])[N:13]=2)[CH:3]=1.[CH2:22]([NH2:25])[CH2:23][NH2:24].[NH4+].[OH-], predict the reaction product. The product is: [NH2:24][CH2:23][CH2:22][NH:25][C:2]1[N:7]=[N:6][C:5]([C:8]([NH2:10])=[O:9])=[C:4]([NH:11][C:12]2[CH:17]=[CH:16][CH:15]=[C:14]([O:18][CH:19]([CH3:21])[CH3:20])[N:13]=2)[CH:3]=1. (6) Given the reactants C[O:2][C:3]([C:5]1[C:6]([NH2:16])=[C:7]([C:14]#[CH:15])[CH:8]=[C:9]2[C:13]=1[NH:12][N:11]=[CH:10]2)=[O:4].[OH-].[Na+], predict the reaction product. The product is: [NH2:16][C:6]1[C:5]([C:3]([OH:4])=[O:2])=[C:13]2[C:9]([CH:10]=[N:11][NH:12]2)=[CH:8][C:7]=1[C:14]#[CH:15].